From a dataset of Full USPTO retrosynthesis dataset with 1.9M reactions from patents (1976-2016). Predict the reactants needed to synthesize the given product. (1) Given the product [OH:10][C:6]1[N:7]=[CH:8][N:9]=[C:4]([CH:3]=[N:21][OH:13])[CH:5]=1, predict the reactants needed to synthesize it. The reactants are: CO[CH:3](OC)[C:4]1[N:9]=[CH:8][N:7]=[C:6]([OH:10])[CH:5]=1.[OH-:13].[Na+].C([O-])(O)=O.[Na+].Cl.[NH2:21]O. (2) Given the product [N:1]1[C:27](=[O:35])[N:28]=[C:10]2[C:4]=1[C:5]1[N:6]=[CH:16][CH:11]=[N:18][C:7]=1[CH:8]=[CH:9]2, predict the reactants needed to synthesize it. The reactants are: [N+:1]([C:4]1[CH:10]=[CH:9][CH:8]=[CH:7][C:5]=1[NH2:6])([O-])=O.[C:11]1([NH2:18])[CH:16]=CC=CC=1N.C(Cl)(=O)C(Cl)=O.N1C(=O)[C:27](=[O:35])[N:28]=C2C=1C=CC=C2. (3) Given the product [NH:16]1[CH:17]=[C:13]([C:11]([C:6]2[CH:7]=[CH:8][CH:9]=[C:10]3[C:5]=2[CH:4]=[CH:3][CH:2]=[N:1]3)=[O:12])[N:14]=[CH:15]1, predict the reactants needed to synthesize it. The reactants are: [N:1]1[C:10]2[C:5](=[C:6]([C:11]([C:13]3[N:14]=[CH:15][N:16](C(C4C=CC=CC=4)(C4C=CC=CC=4)C4C=CC=CC=4)[CH:17]=3)=[O:12])[CH:7]=[CH:8][CH:9]=2)[CH:4]=[CH:3][CH:2]=1.[OH-].[Na+]. (4) Given the product [NH2:13][C:9]1[C:8]([N+:14]([O-:16])=[O:15])=[C:7]([O:6][C:5]2[CH:17]=[CH:18][C:2]([NH:1][C:27]([NH:26][C:23]3[CH:24]=[CH:25][C:20]([Cl:19])=[C:21]([C:29]([F:31])([F:30])[F:32])[CH:22]=3)=[O:28])=[CH:3][CH:4]=2)[CH:12]=[CH:11][N:10]=1, predict the reactants needed to synthesize it. The reactants are: [NH2:1][C:2]1[CH:18]=[CH:17][C:5]([O:6][C:7]2[CH:12]=[CH:11][N:10]=[C:9]([NH2:13])[C:8]=2[N+:14]([O-:16])=[O:15])=[CH:4][CH:3]=1.[Cl:19][C:20]1[CH:25]=[CH:24][C:23]([N:26]=[C:27]=[O:28])=[CH:22][C:21]=1[C:29]([F:32])([F:31])[F:30].